Task: Regression. Given a peptide amino acid sequence and an MHC pseudo amino acid sequence, predict their binding affinity value. This is MHC class I binding data.. Dataset: Peptide-MHC class I binding affinity with 185,985 pairs from IEDB/IMGT (1) The peptide sequence is GPSHKARVL. The MHC is HLA-B35:01 with pseudo-sequence HLA-B35:01. The binding affinity (normalized) is 0. (2) The binding affinity (normalized) is 0.0482. The peptide sequence is YVIKVSARV. The MHC is HLA-B57:01 with pseudo-sequence HLA-B57:01.